Dataset: Reaction yield outcomes from USPTO patents with 853,638 reactions. Task: Predict the reaction yield, written as a fraction of the theoretical maximum amount of product (1.0 means a 100% yield; for example, 0.34 means a 34% yield). (1) The reactants are C([O:8][C:9]1[C:10]([O:22][CH3:23])=[CH:11][C:12]([C:20]#[N:21])=[C:13]([N:15]=[CH:16][N:17]([CH3:19])[CH3:18])[CH:14]=1)C1C=CC=CC=1.FC(F)(F)C([O-])=O. The catalyst is FC(F)(F)C(O)=O. The product is [C:20]([C:12]1[CH:11]=[C:10]([O:22][CH3:23])[C:9]([OH:8])=[CH:14][C:13]=1[N:15]=[CH:16][N:17]([CH3:18])[CH3:19])#[N:21]. The yield is 0.950. (2) The reactants are CN(CC#C)[C@@H]([CH2:6][C:7]1[CH:12]=[CH:11][CH:10]=[CH:9][CH:8]=1)CO.[CH2:16]([N:18]([CH2:21][CH3:22])[CH2:19]C)C.[CH3:23]S(Cl)(=O)=O.Cl[CH2:29][Cl:30]. No catalyst specified. The product is [Cl:30][C@H:29]([CH2:6][C:7]1[CH:8]=[CH:9][CH:10]=[CH:11][CH:12]=1)[CH2:16][N:18]([CH3:19])[CH2:21][C:22]#[CH:23]. The yield is 0.640. (3) The reactants are [N:1]1[CH:6]=[CH:5][CH:4]=[N:3][CH:2]=1.[Li+].[OH-].CN(C(ON1N=[N:24][C:19]2C=C[CH:22]=[N:23][C:18]1=2)=[N+](C)C)C.F[P-](F)(F)(F)(F)F.CC[N:35]([CH:39]([CH3:41])C)[CH:36]([CH3:38])[CH3:37].[CH2:42]([NH2:52])[C:43]1[CH:51]=[CH:50][C:49]2[O:48][CH2:47][O:46][C:45]=2[CH:44]=1.[CH2:53]1[CH2:57][O:56][CH2:55][CH2:54]1.O. No catalyst specified. The product is [O:48]1[C:49]2[CH:50]=[CH:51][C:43]([CH2:42][NH:52][C:55]([C:54]3[CH:37]=[C:36]4[C:38]([CH:41]=[CH:39][N:35]4[C:6]4[CH:5]=[CH:4][N:3]=[C:2]([N:23]5[CH:18]=[CH:19][N:24]=[CH:22]5)[N:1]=4)=[CH:57][CH:53]=3)=[O:56])=[CH:44][C:45]=2[O:46][CH2:47]1. The yield is 0.0400.